This data is from Reaction yield outcomes from USPTO patents with 853,638 reactions. The task is: Predict the reaction yield, written as a fraction of the theoretical maximum amount of product (1.0 means a 100% yield; for example, 0.34 means a 34% yield). (1) The reactants are Br[C:2]1[C:6]([Br:7])=[CH:5][S:4][C:3]=1[CH:8]=[O:9].[CH3:10][C:11]1[CH:12]=[C:13]([NH:26][S:27]([CH3:30])(=[O:29])=[O:28])[CH:14]=[CH:15][C:16]=1B1OC(C)(C)C(C)(C)O1.C([O-])([O-])=O.[Na+].[Na+]. The catalyst is COCCOC.O. The product is [Br:7][C:6]1[C:2]([C:16]2[CH:15]=[CH:14][C:13]([NH:26][S:27]([CH3:30])(=[O:28])=[O:29])=[CH:12][C:11]=2[CH3:10])=[C:3]([CH:8]=[O:9])[S:4][CH:5]=1. The yield is 0.357. (2) The reactants are C[O:2][C:3](=[O:16])[C:4]1[C:9]([O:10][CH2:11][CH2:12][O:13][CH3:14])=[CH:8][CH:7]=[CH:6][C:5]=1[F:15].[OH-].[Na+]. The catalyst is CO. The product is [F:15][C:5]1[CH:6]=[CH:7][CH:8]=[C:9]([O:10][CH2:11][CH2:12][O:13][CH3:14])[C:4]=1[C:3]([OH:16])=[O:2]. The yield is 0.710. (3) The reactants are [Cl:1][C:2]1[N:3]=[C:4]([N:13]2[CH2:18][CH2:17][O:16][CH2:15][CH2:14]2)[C:5]2[S:10][C:9]([CH:11]=O)=[CH:8][C:6]=2[N:7]=1.[CH3:19][N:20]1[CH2:25][CH2:24][NH:23][CH2:22][CH2:21]1.C(O)(=O)C.C(O[BH-](OC(=O)C)OC(=O)C)(=O)C.[Na+]. The catalyst is ClCCCl.ClCCl. The product is [Cl:1][C:2]1[N:3]=[C:4]([N:13]2[CH2:18][CH2:17][O:16][CH2:15][CH2:14]2)[C:5]2[S:10][C:9]([CH2:11][N:23]3[CH2:24][CH2:25][N:20]([CH3:19])[CH2:21][CH2:22]3)=[CH:8][C:6]=2[N:7]=1. The yield is 0.450. (4) The reactants are [F:1][C:2]1[CH:7]=[CH:6][C:5]([O:8][CH3:9])=[C:4]([N+:10]([O-])=O)[CH:3]=1. The catalyst is CO.[Pd]. The product is [F:1][C:2]1[CH:7]=[CH:6][C:5]([O:8][CH3:9])=[C:4]([NH2:10])[CH:3]=1. The yield is 0.870. (5) The reactants are [NH2:1][C:2]1[C:3]([C:9]([O:11][CH3:12])=[O:10])=[N:4][C:5](Br)=[CH:6][N:7]=1.CC1(C)C(C)(C)OB([C:21]2[CH2:22][CH2:23][N:24](C(OC(C)(C)C)=O)[CH2:25][CH:26]=2)O1.C([O-])([O-])=O.[Na+].[Na+].C1(P(C2C=CC=CC=2)C2C=CC=CC=2)C=CC=CC=1. The catalyst is COCCOC.Cl[Pd]Cl.CCOC(C)=O.O. The product is [NH2:1][C:2]1[C:3]([C:9]([O:11][CH3:12])=[O:10])=[N:4][C:5]([C:21]2[CH2:26][CH2:25][NH:24][CH2:23][CH:22]=2)=[CH:6][N:7]=1. The yield is 0.690. (6) The reactants are [NH2:1][C:2]1[C:10]([CH3:11])=[C:9]([O:12][CH3:13])[CH:8]=[CH:7][C:3]=1[C:4]([NH2:6])=[O:5].[C:14]([NH2:22])(=O)[C:15]1[CH:20]=[CH:19][CH:18]=C[CH:16]=1.Cl.C(Cl)C1C=CC=NC=1. No catalyst specified. The product is [CH3:13][O:12][C:9]1[C:10]([CH3:11])=[C:2]2[C:3]([C:4]([OH:5])=[N:6][C:16]([C:15]3[CH:14]=[N:22][CH:18]=[CH:19][CH:20]=3)=[N:1]2)=[CH:7][CH:8]=1. The yield is 0.920. (7) The catalyst is C(COC)OC.O. The yield is 0.790. The reactants are CN1CCOCC1.C(Cl)(=O)OCC(C)C.[C:16]([NH:23][C@H:24]([C:33](O)=[O:34])[CH2:25][CH2:26][C:27]1[CH:32]=[CH:31][CH:30]=[CH:29][CH:28]=1)([O:18][C:19]([CH3:22])([CH3:21])[CH3:20])=[O:17].[BH4-].[Na+]. The product is [C:19]([O:18][C:16]([NH:23][C@H:24]([CH2:33][OH:34])[CH2:25][CH2:26][C:27]1[CH:32]=[CH:31][CH:30]=[CH:29][CH:28]=1)=[O:17])([CH3:22])([CH3:21])[CH3:20]. (8) The reactants are [CH:1]12[O:9][CH:5]([CH2:6][NH:7][CH2:8]1)[CH2:4][N:3]([C:10]([O:12][C:13]([CH3:16])([CH3:15])[CH3:14])=[O:11])[CH2:2]2.Cl[CH2:18][CH2:19][CH2:20][CH2:21][C:22]1[CH:27]=[CH:26][N:25]=[CH:24][CH:23]=1.C([O-])([O-])=O.[K+].[K+]. No catalyst specified. The product is [N:25]1[CH:26]=[CH:27][C:22]([CH2:21][CH2:20][CH2:19][CH2:18][N:7]2[CH2:6][CH:5]3[O:9][CH:1]([CH2:2][N:3]([C:10]([O:12][C:13]([CH3:16])([CH3:15])[CH3:14])=[O:11])[CH2:4]3)[CH2:8]2)=[CH:23][CH:24]=1. The yield is 0.440. (9) The reactants are [Br:1][C:2]1[S:6][C:5]([C:7]([S:10](CCC(OC)=O)(=[O:12])=[O:11])([CH3:9])[CH3:8])=[N:4][CH:3]=1.C[O-].[Na+].CC([O-])=O.[Na+].[NH2:27]OS(O)(=O)=O. The catalyst is C1COCC1.O. The product is [Br:1][C:2]1[S:6][C:5]([C:7]([S:10]([NH2:27])(=[O:12])=[O:11])([CH3:9])[CH3:8])=[N:4][CH:3]=1. The yield is 0.790.